Dataset: Reaction yield outcomes from USPTO patents with 853,638 reactions. Task: Predict the reaction yield, written as a fraction of the theoretical maximum amount of product (1.0 means a 100% yield; for example, 0.34 means a 34% yield). (1) The reactants are FC(F)(F)S(O[C:7]1[CH:8]=[CH:9][C:10]2[N:11]([N:13]=[CH:14][C:15]=2[C:16]2[CH:21]=[CH:20][N:19]=[C:18]([NH:22][CH:23]3[CH2:25][CH2:24]3)[N:17]=2)[N:12]=1)(=O)=O.CCN(C(C)C)C(C)C.[CH:37]1([NH2:42])[CH2:41][CH2:40][CH2:39][CH2:38]1.O. The catalyst is CN(C=O)C. The product is [CH:37]1([NH:42][C:7]2[CH:8]=[CH:9][C:10]3[N:11]([N:13]=[CH:14][C:15]=3[C:16]3[CH:21]=[CH:20][N:19]=[C:18]([NH:22][CH:23]4[CH2:25][CH2:24]4)[N:17]=3)[N:12]=2)[CH2:41][CH2:40][CH2:39][CH2:38]1. The yield is 0.290. (2) The reactants are [Br:1][C:2]1[CH:15]=[C:14]2[C:5]([O:6][C:7]3[C:8]([F:24])=[CH:9][C:10]([O:22][CH3:23])=[CH:11][C:12]=3[C@@:13]32[CH2:20][CH2:19][S:18][C:17]([NH2:21])=[N:16]3)=[CH:4][CH:3]=1.[C:25](=[O:28])(O)[O-:26].[Na+]. The catalyst is O1CCOCC1.C(OCC)(=O)C. The product is [Br:1][C:2]1[CH:15]=[C:14]2[C:5]([O:6][C:7]3[C:8]([F:24])=[CH:9][C:10]([O:22][CH3:23])=[CH:11][C:12]=3[C@@:13]32[CH2:20][CH2:19][S:18][C:17]([NH:21][C:25](=[O:28])[O:26][C:12]([CH3:13])([CH3:11])[CH3:7])=[N:16]3)=[CH:4][CH:3]=1. The yield is 0.980. (3) The reactants are Cl.[CH3:2][O:3][C:4]([C@H:6]1[C@@H:11]([NH2:12])[CH:10]2[CH2:13][CH2:14][CH:7]1[CH2:8][CH2:9]2)=[O:5].C([O-])(=O)C.[Na+].[F:20][C:21]1[CH:28]=[CH:27][C:24]([CH:25]=O)=[CH:23][CH:22]=1.C([BH3-])#N.[Na+].C(=O)(O)[O-].[Na+]. The catalyst is CO.C(OCC)(=O)C. The product is [CH3:2][O:3][C:4]([C@H:6]1[C@@H:11]([NH:12][CH2:25][C:24]2[CH:27]=[CH:28][C:21]([F:20])=[CH:22][CH:23]=2)[CH:10]2[CH2:13][CH2:14][CH:7]1[CH2:8][CH2:9]2)=[O:5]. The yield is 0.720. (4) The reactants are C([O:4][C@@H:5]1[C@@H:10]([CH2:11][O:12]C(=O)C)[O:9][C@H:8]([C:16]2[CH:17]=[C:18]([CH:23]=[CH:24][CH:25]=2)[C:19]([O:21]C)=[O:20])[C@@H:7]([OH:26])[C@H:6]1[OH:27])(=O)C.CO[Na].[OH-].[Na+]. The catalyst is CO. The product is [OH:26][C@H:7]1[C@@H:6]([OH:27])[C@H:5]([OH:4])[C@@H:10]([CH2:11][OH:12])[O:9][C@@H:8]1[C:16]1[CH:17]=[C:18]([CH:23]=[CH:24][CH:25]=1)[C:19]([OH:21])=[O:20]. The yield is 0.660.